From a dataset of Reaction yield outcomes from USPTO patents with 853,638 reactions. Predict the reaction yield, written as a fraction of the theoretical maximum amount of product (1.0 means a 100% yield; for example, 0.34 means a 34% yield). (1) The reactants are [Cl:1][C:2]1[CH:3]=[C:4]([CH:23]=[CH:24][C:25]=1[OH:26])[NH:5][C:6]1[C:15]2[C:10](=[CH:11][CH:12]=[CH:13][C:14]=2[O:16][CH:17]2[CH2:22][CH2:21][O:20][CH2:19][CH2:18]2)[N:9]=[CH:8][N:7]=1.Cl[CH2:28][C:29]1[CH:34]=[N:33][CH:32]=[CH:31][N:30]=1. No catalyst specified. The product is [Cl:1][C:2]1[CH:3]=[C:4]([CH:23]=[CH:24][C:25]=1[O:26][CH2:28][C:29]1[CH:34]=[N:33][CH:32]=[CH:31][N:30]=1)[NH:5][C:6]1[C:15]2[C:10](=[CH:11][CH:12]=[CH:13][C:14]=2[O:16][CH:17]2[CH2:18][CH2:19][O:20][CH2:21][CH2:22]2)[N:9]=[CH:8][N:7]=1. The yield is 0.0400. (2) The reactants are [CH3:1][CH:2]([CH3:9])[CH2:3][CH2:4][S:5]([NH2:8])(=[O:7])=[O:6].ClC(Cl)(O[C:14](=[O:20])[O:15][C:16](Cl)(Cl)Cl)Cl.[Cl:22][C:23]1[CH:40]=[C:39]([Cl:41])[CH:38]=[CH:37][C:24]=1[CH2:25][N:26]1[C:30](CO)=[CH:29][C:28]([O:33][CH:34]([CH3:36])[CH3:35])=[N:27]1.C(N(CC)C(C)C)(C)C. The catalyst is CN(C)C1C=CN=CC=1.O1CCCC1.C1(C)C=CC=CC=1.N1C=CC=CC=1. The product is [CH3:1][CH:2]([CH3:9])[CH2:3][CH2:4][S:5]([NH:8][C:14](=[O:20])[O:15][CH2:16][C:30]1[N:26]([CH2:25][C:24]2[CH:37]=[CH:38][C:39]([Cl:41])=[CH:40][C:23]=2[Cl:22])[N:27]=[C:28]([O:33][CH:34]([CH3:36])[CH3:35])[CH:29]=1)(=[O:7])=[O:6]. The yield is 0.340. (3) The reactants are [C:1]([O:5][C@@H:6]([CH3:21])[C@H:7]([NH:10]C(=O)OCC1C=CC=CC=1)[CH2:8][OH:9])([CH3:4])([CH3:3])[CH3:2].[H][H].O. The yield is 0.870. The product is [NH2:10][C@@H:7]([C@@H:6]([O:5][C:1]([CH3:2])([CH3:4])[CH3:3])[CH3:21])[CH2:8][OH:9]. The catalyst is [Pd].CO.